This data is from Catalyst prediction with 721,799 reactions and 888 catalyst types from USPTO. The task is: Predict which catalyst facilitates the given reaction. (1) Reactant: [Cl:1][C:2]1[CH:3]=[C:4]([C:9]2([C:22]([F:25])([F:24])[F:23])[O:13][N:12]=[C:11]([C:14]3[CH:15]=[CH:16][C:17]([CH3:21])=[C:18]([CH:20]=3)[NH2:19])[CH2:10]2)[CH:5]=[C:6]([Cl:8])[CH:7]=1.[N+:26]([C:29]1[CH:37]=[CH:36][CH:35]=[CH:34][C:30]=1[C:31](O)=[O:32])([O-:28])=[O:27].Cl.C(N(CC)CCCN=C=NCC)C.C(=O)([O-])O.[Na+]. Product: [Cl:1][C:2]1[CH:3]=[C:4]([C:9]2([C:22]([F:23])([F:25])[F:24])[O:13][N:12]=[C:11]([C:14]3[CH:15]=[CH:16][C:17]([CH3:21])=[C:18]([NH:19][C:31](=[O:32])[C:30]4[CH:34]=[CH:35][CH:36]=[CH:37][C:29]=4[N+:26]([O-:28])=[O:27])[CH:20]=3)[CH2:10]2)[CH:5]=[C:6]([Cl:8])[CH:7]=1. The catalyst class is: 9. (2) Reactant: [NH:1](C(OCC1C2C(=CC=CC=2)C2C1=CC=CC=2)=O)[CH2:2][CH2:3][C:4](O)=[O:5].C(Cl)(=O)C(Cl)=O.[CH:30]1([CH2:33][NH2:34])[CH2:32][CH2:31]1.C(N(CC)CC)C.Cl. Product: [CH:30]1([CH2:33][NH:34][C:4](=[O:5])[CH2:3][CH2:2][NH2:1])[CH2:32][CH2:31]1. The catalyst class is: 120. (3) Reactant: [CH3:1][CH:2]([N:4]1[CH2:9][CH2:8][CH:7]([O:10][C:11]2[CH:16]=[CH:15][C:14]([CH:17]3[CH2:22][CH2:21][N:20](C(OCC4C=CC=CC=4)=O)[CH2:19][CH2:18]3)=[CH:13][CH:12]=2)[CH2:6][CH2:5]1)[CH3:3]. The catalyst class is: 29. Product: [CH3:3][CH:2]([N:4]1[CH2:5][CH2:6][CH:7]([O:10][C:11]2[CH:16]=[CH:15][C:14]([CH:17]3[CH2:22][CH2:21][NH:20][CH2:19][CH2:18]3)=[CH:13][CH:12]=2)[CH2:8][CH2:9]1)[CH3:1]. (4) Reactant: Br[C:2]1[CH:7]=[CH:6][CH:5]=[CH:4][C:3]=1[CH2:8][CH2:9][O:10]C1CCCCO1.[Li]CCCC.[B:22](OC(C)C)(OC(C)C)[O:23]C(C)C.Cl. Product: [B:22]1([OH:23])[C:2]2[CH:7]=[CH:6][CH:5]=[CH:4][C:3]=2[CH2:8][CH2:9][O:10]1. The catalyst class is: 249. (5) Reactant: [Cl:1][C:2]1[N:10]=[C:9]([C:11]([F:14])([F:13])[F:12])[CH:8]=[CH:7][C:3]=1[C:4](O)=[O:5].B.C1COCC1. Product: [Cl:1][C:2]1[C:3]([CH2:4][OH:5])=[CH:7][CH:8]=[C:9]([C:11]([F:12])([F:13])[F:14])[N:10]=1. The catalyst class is: 554. (6) Reactant: [Cl:1][C:2]1[CH:3]=[C:4]([C:10]2[C:11]([CH3:27])=[N:12][N:13]([CH2:16][C:17]3[CH:18]=[CH:19][C:20]([C:23](OC)=[O:24])=[N:21][CH:22]=3)[C:14]=2[CH3:15])[CH:5]=[CH:6][C:7]=1[C:8]#[N:9].O.[NH2:29][NH2:30].CCOCC. Product: [Cl:1][C:2]1[CH:3]=[C:4]([C:10]2[C:11]([CH3:27])=[N:12][N:13]([CH2:16][C:17]3[CH:18]=[CH:19][C:20]([C:23]([NH:29][NH2:30])=[O:24])=[N:21][CH:22]=3)[C:14]=2[CH3:15])[CH:5]=[CH:6][C:7]=1[C:8]#[N:9]. The catalyst class is: 5. (7) Reactant: [OH:1][CH2:2][CH2:3][C:4]1([OH:9])[CH2:8][CH2:7][CH2:6][CH2:5]1.[CH3:10][S:11](Cl)(=[O:13])=[O:12]. Product: [CH3:10][S:11]([O:1][CH2:2][CH2:3][C:4]1([OH:9])[CH2:8][CH2:7][CH2:6][CH2:5]1)(=[O:13])=[O:12]. The catalyst class is: 4. (8) Reactant: [CH3:1][N:2]1[CH2:15][CH2:14][C:5]2[NH:6][C:7]3[CH:8]=[CH:9][C:10]([CH3:13])=[CH:11][C:12]=3[C:4]=2[CH2:3]1.[CH:16]([C:18]1[CH:23]=[CH:22][N:21]=[CH:20][CH:19]=1)=[CH2:17].[Na]. Product: [CH3:1][N:2]1[CH2:15][CH2:14][C:5]2[N:6]([CH2:17][CH2:16][C:18]3[CH:23]=[CH:22][N:21]=[CH:20][CH:19]=3)[C:7]3[CH:8]=[CH:9][C:10]([CH3:13])=[CH:11][C:12]=3[C:4]=2[CH2:3]1. The catalyst class is: 8.